Dataset: Full USPTO retrosynthesis dataset with 1.9M reactions from patents (1976-2016). Task: Predict the reactants needed to synthesize the given product. (1) Given the product [CH2:14]([O:16][C:17]1[CH:18]=[C:19]([C:26]2[C@@H:35]3[C@@H:30]([CH2:31][CH:32]=[CH:33][CH2:34]3)[C:29](=[O:36])[N:28]([C:37]3[CH:38]=[CH:39][C:40]([C:43]([N:10]4[CH2:9][CH2:8][N:7]([C:2]5[CH:3]=[CH:4][CH:5]=[CH:6][N:1]=5)[CH2:12][CH2:11]4)=[O:44])=[CH:41][CH:42]=3)[N:27]=2)[CH:20]=[CH:21][C:22]=1[O:23][CH2:24][CH3:25])[CH3:15], predict the reactants needed to synthesize it. The reactants are: [N:1]1[CH:6]=[CH:5][CH:4]=[CH:3][C:2]=1[N:7]1[CH2:12][CH2:11][NH:10][CH2:9][CH2:8]1.Cl.[CH2:14]([O:16][C:17]1[CH:18]=[C:19]([C:26]2[C@@H:35]3[C@@H:30]([CH2:31][CH:32]=[CH:33][CH2:34]3)[C:29](=[O:36])[N:28]([C:37]3[CH:42]=[CH:41][C:40]([C:43](N4CCN(C5C=CC=CC=5)CC4)=[O:44])=[CH:39][CH:38]=3)[N:27]=2)[CH:20]=[CH:21][C:22]=1[O:23][CH2:24][CH3:25])[CH3:15]. (2) Given the product [CH3:65][O:64][C:62]1[CH:61]=[CH:60][C:59]([C:38]2[N:39]=[C:40]([CH3:56])[C:41]([NH:45][CH:46]3[C:55]4[C:50](=[CH:51][CH:52]=[CH:53][CH:54]=4)[CH2:49][CH2:48][CH2:47]3)=[N:42][C:43]=2[CH3:44])=[C:58]([CH3:57])[CH:63]=1, predict the reactants needed to synthesize it. The reactants are: ClC1C=C(Cl)C=CC=1C1N=C(CC)C(N[C@@H]2C3C(=CC=CC=3)C[C@@H]2O)=NC=1CC.ClC1C=C(Cl)C=CC=1[C:38]1[N:39]=[C:40]([CH3:56])[C:41]([NH:45][CH:46]2[C:55]3[C:50](=[CH:51][CH:52]=[CH:53][CH:54]=3)[CH2:49][CH2:48][CH2:47]2)=[N:42][C:43]=1[CH3:44].[CH3:57][C:58]1[CH:63]=[C:62]([O:64][CH3:65])[CH:61]=[CH:60][C:59]=1B(O)O. (3) The reactants are: C([N:8]1[C:13](=O)[CH2:12][CH2:11][C:10]([C:15]2[CH:20]=[CH:19][CH:18]=[CH:17][CH:16]=2)=[N:9]1)C1C=CC=CC=1.P(Cl)(Cl)([Cl:23])=O.P(Cl)(Cl)(Cl)(Cl)Cl.[ClH:32].[OH-].[Na+]. Given the product [Cl:32][C:13]1[N:8]=[N:9][C:10]([C:15]2[CH:20]=[CH:19][CH:18]=[CH:17][CH:16]=2)=[CH:11][C:12]=1[Cl:23], predict the reactants needed to synthesize it. (4) The reactants are: [C:1]1(=[O:7])[CH2:6][CH2:5][CH2:4][CH:3]=[CH:2]1.[CH:8]1[CH2:12][CH:11]=[CH:10][CH:9]=1.Cl(O)(=O)(=O)=O.C([C@@H]1N[C@H](C2OC(C)=CC=2)N(C)C1=O)C1C=CC=CC=1. Given the product [C@@H:10]12[CH2:11][C@H:12]([CH:8]=[CH:9]1)[C@@H:3]1[C@@H:2]2[C:1](=[O:7])[CH2:6][CH2:5][CH2:4]1, predict the reactants needed to synthesize it.